This data is from Reaction yield outcomes from USPTO patents with 853,638 reactions. The task is: Predict the reaction yield, written as a fraction of the theoretical maximum amount of product (1.0 means a 100% yield; for example, 0.34 means a 34% yield). (1) The reactants are [Si]([O:8][C@@H:9]1[C:13](=[O:14])[CH2:12][N:11]([C:15](=[O:44])[CH2:16][CH2:17][O:18][C:19]2[CH:43]=[CH:42][C:22]([CH2:23][NH:24][C:25]([C:27]3[CH:41]=[CH:40][C:30]([CH2:31][NH:32]C(=O)OC(C)(C)C)=[CH:29][CH:28]=3)=[O:26])=[CH:21][CH:20]=2)[CH2:10]1)(C(C)(C)C)(C)C.[ClH:45]. The catalyst is C(Cl)Cl.C(OCC)C. The product is [ClH:45].[NH2:32][CH2:31][C:30]1[CH:40]=[CH:41][C:27]([C:25]([NH:24][CH2:23][C:22]2[CH:21]=[CH:20][C:19]([O:18][CH2:17][CH2:16][C:15]([N:11]3[CH2:10][C:9](=[O:8])[C@@H:13]([OH:14])[CH2:12]3)=[O:44])=[CH:43][CH:42]=2)=[O:26])=[CH:28][CH:29]=1. The yield is 0.150. (2) The reactants are [N+:1]([C:4]1[N:9]=[CH:8][C:7](N2CCN(C(OC(C)(C)C)=O)CC2)=[CH:6][CH:5]=1)([O-:3])=[O:2].[C:23]([O:27][C:28]([N:30]1[CH2:35][C@H:34]([CH3:36])[NH:33][CH2:32][C@H:31]1[CH3:37])=[O:29])([CH3:26])([CH3:25])[CH3:24].BrC1C=CC([N+]([O-])=O)=NC=1. No catalyst specified. The product is [CH3:37][C@@H:31]1[CH2:32][N:33]([C:7]2[CH:8]=[N:9][C:4]([N+:1]([O-:3])=[O:2])=[CH:5][CH:6]=2)[C@@H:34]([CH3:36])[CH2:35][N:30]1[C:28]([O:27][C:23]([CH3:26])([CH3:24])[CH3:25])=[O:29]. The yield is 0.750. (3) The reactants are [CH:1]1([N:7]([CH:18]2[CH2:23][CH2:22][CH2:21][CH2:20][CH2:19]2)[C:8]([NH:10][C:11]2[S:12][C:13]([CH:16]=O)=[CH:14][N:15]=2)=[O:9])[CH2:6][CH2:5][CH2:4][CH2:3][CH2:2]1.Cl.[C:25]([O:29][C:30](=[O:33])[CH2:31][NH2:32])([CH3:28])([CH3:27])[CH3:26].C(O[BH-](OC(=O)C)OC(=O)C)(=O)C.[Na+]. No catalyst specified. The product is [C:25]([O:29][C:30](=[O:33])[CH2:31][NH:32][CH2:16][C:13]1[S:12][C:11]([NH:10][C:8]([N:7]([CH:18]2[CH2:19][CH2:20][CH2:21][CH2:22][CH2:23]2)[CH:1]2[CH2:6][CH2:5][CH2:4][CH2:3][CH2:2]2)=[O:9])=[N:15][CH:14]=1)([CH3:28])([CH3:27])[CH3:26]. The yield is 0.680.